From a dataset of Catalyst prediction with 721,799 reactions and 888 catalyst types from USPTO. Predict which catalyst facilitates the given reaction. (1) Reactant: [N+:1]([C:4]1[CH:9]=[CH:8][C:7]([CH:10]=[CH:11][C:12]([O:14][CH2:15][CH3:16])=[O:13])=[CH:6][CH:5]=1)([O-])=O. Product: [NH2:1][C:4]1[CH:5]=[CH:6][C:7]([CH2:10][CH2:11][C:12]([O:14][CH2:15][CH3:16])=[O:13])=[CH:8][CH:9]=1. The catalyst class is: 541. (2) Reactant: [O:1]=[C:2]1[N:7]([CH:8]2[CH2:13][CH2:12][CH2:11][CH2:10][O:9]2)[N:6]=[C:5]([C:14](OC)=[O:15])[CH:4]=[CH:3]1.O.[BH4-].[Li+]. Product: [OH:15][CH2:14][C:5]1[CH:4]=[CH:3][C:2](=[O:1])[N:7]([CH:8]2[CH2:13][CH2:12][CH2:11][CH2:10][O:9]2)[N:6]=1. The catalyst class is: 504. (3) Reactant: Br[C:2]1[CH:3]=[C:4]2[C:8](=[CH:9][CH:10]=1)[N:7]([CH2:11][C:12]([OH:14])=[O:13])[C:6]([CH3:15])=[C:5]2[S:16][C:17]1[CH:22]=[CH:21][C:20]([Cl:23])=[CH:19][CH:18]=1.C(=O)([O-])[O-].[Na+].[Na+].[C:30]1(B(O)O)[CH:35]=[CH:34][CH:33]=[CH:32][CH:31]=1.[CH2:39](O)[CH3:40]. Product: [Cl:23][C:20]1[CH:21]=[CH:22][C:17]([S:16][C:5]2[C:4]3[C:8](=[CH:9][CH:10]=[C:2]([C:30]4[CH:35]=[CH:34][CH:33]=[CH:32][CH:31]=4)[CH:3]=3)[N:7]([CH2:11][C:12]([O:14][CH2:39][CH3:40])=[O:13])[C:6]=2[CH3:15])=[CH:18][CH:19]=1. The catalyst class is: 398. (4) Reactant: C(N1C=CN=C1)([N:3]1C=CN=C1)=O.[C:13]([C:17]1[CH:22]=[CH:21][C:20](/[C:23](/[C:42]2[NH:47][C:46](=[O:48])[C:45]([CH2:49][CH2:50][C:51]([OH:53])=O)=[CH:44][CH:43]=2)=[CH:24]\[C@H:25]2[CH2:29][CH2:28][C:27](=[O:30])[N:26]2[CH2:31][C:32]2[CH:37]=[CH:36][C:35]([O:38][CH3:39])=[CH:34][C:33]=2[O:40][CH3:41])=[CH:19][CH:18]=1)([CH3:16])([CH3:15])[CH3:14].N. Product: [C:13]([C:17]1[CH:22]=[CH:21][C:20](/[C:23](/[C:42]2[NH:47][C:46](=[O:48])[C:45]([CH2:49][CH2:50][C:51]([NH2:3])=[O:53])=[CH:44][CH:43]=2)=[CH:24]\[C@H:25]2[CH2:29][CH2:28][C:27](=[O:30])[N:26]2[CH2:31][C:32]2[CH:37]=[CH:36][C:35]([O:38][CH3:39])=[CH:34][C:33]=2[O:40][CH3:41])=[CH:19][CH:18]=1)([CH3:14])([CH3:16])[CH3:15]. The catalyst class is: 7. (5) Reactant: [F:1][C:2]1[C:12]2[C:11](=O)[CH:10]([C:14]([C:16]3[CH:20]=[C:19]([CH3:21])O[N:17]=3)=O)[CH2:9][CH2:8][CH2:7][C:6]=2[CH:5]=[C:4]([N:22]2[CH2:26][C@H:25]([CH2:27][NH:28][C:29]([C:31]3[CH:35]=[C:34]([CH3:36])[O:33][N:32]=3)=[O:30])[O:24][C:23]2=[O:37])[CH:3]=1.[OH2:38].[NH2:39][NH2:40]. Product: [F:1][C:2]1[C:12]2[C:11]3[NH:39][N:40]=[C:14]([C:16]4[CH:20]=[C:19]([CH3:21])[O:38][N:17]=4)[C:10]=3[CH2:9][CH2:8][CH2:7][C:6]=2[CH:5]=[C:4]([N:22]2[CH2:26][C@H:25]([CH2:27][NH:28][C:29]([C:31]3[CH:35]=[C:34]([CH3:36])[O:33][N:32]=3)=[O:30])[O:24][C:23]2=[O:37])[CH:3]=1. The catalyst class is: 8. (6) Reactant: [CH3:1][O:2][C:3]1[CH:4]=[C:5]2[C:10](=[CH:11][C:12]=1[O:13][CH3:14])[N:9]=[CH:8][CH:7]=[C:6]2[CH2:15][N:16]1[CH2:21][CH2:20][CH:19]([NH2:22])[CH2:18][CH2:17]1.S1C=CN=C1NC(=O)O[C:31]1[CH:36]=[CH:35][C:34]([N+:37]([O-:39])=O)=CC=1.CC[N:43]([CH:47](C)C)C(C)C.C[OH:51]. Product: [CH3:1][O:2][C:3]1[CH:4]=[C:5]2[C:10](=[CH:11][C:12]=1[O:13][CH3:14])[N:9]=[CH:8][CH:7]=[C:6]2[CH2:15][N:16]1[CH2:17][CH2:18][CH:19]([NH:22][C:47]([NH:43][C:34]2[CH:35]=[C:36]([CH3:31])[O:39][N:37]=2)=[O:51])[CH2:20][CH2:21]1. The catalyst class is: 2.